Task: Predict the reaction yield, written as a fraction of the theoretical maximum amount of product (1.0 means a 100% yield; for example, 0.34 means a 34% yield).. Dataset: Reaction yield outcomes from USPTO patents with 853,638 reactions (1) The reactants are Cl.[Cl:2][C:3]1[CH:16]=[CH:15][C:14]2[S:13][C:12]3[C:7](=[CH:8][CH:9]=[CH:10][CH:11]=3)[N:6]([CH2:17][CH2:18][NH2:19])[C:5]=2[CH:4]=1.C(N(CC)CC)C.[Cl:27][C:28]1[CH:33]=[CH:32][C:31]([S:34](Cl)(=[O:36])=[O:35])=[CH:30][CH:29]=1. The catalyst is CN(C=O)C. The product is [Cl:27][C:28]1[CH:33]=[CH:32][C:31]([S:34]([NH:19][CH2:18][CH2:17][N:6]2[C:5]3[CH:4]=[C:3]([Cl:2])[CH:16]=[CH:15][C:14]=3[S:13][C:12]3[C:7]2=[CH:8][CH:9]=[CH:10][CH:11]=3)(=[O:36])=[O:35])=[CH:30][CH:29]=1. The yield is 0.690. (2) The reactants are C[Mg]Br.[C:4]([C:7]1[N:12]=[C:11]([NH:13]CC2C=CC(OC)=C(OC)C=2)[N:10]2[N:25]=[C:26]([C:28]3[O:29][CH:30]=[CH:31][CH:32]=3)[N:27]=[C:9]2[CH:8]=1)(=O)[CH3:5].[C:33](C1C(=O)C(Cl)=C(Cl)C(=O)C=1C#N)#N.[C:47](=[O:50])(O)[O-].[Na+]. The catalyst is C(Cl)(Cl)Cl.O.C1COCC1. The product is [NH2:13][C:11]1[N:10]2[N:25]=[C:26]([C:28]3[O:29][CH:30]=[CH:31][CH:32]=3)[N:27]=[C:9]2[CH:8]=[C:7]([C:4]([CH3:5])([O:50][CH3:47])[CH3:33])[N:12]=1. The yield is 0.170. (3) The yield is 0.390. The catalyst is [Ni](Br)Br.CC1(C)C2C(=C(P(C3C=CC=CC=3)C3C=CC=CC=3)C=CC=2)OC2C(P(C3C=CC=CC=3)C3C=CC=CC=3)=CC=CC1=2. The reactants are [C:1]1([CH3:7])[CH:6]=[CH:5][CH:4]=[CH:3][CH:2]=1.C(O[O:13][C:14]([CH3:17])(C)C)(C)(C)C.[C]=O.[CH2:20]([OH:22])C. The product is [C:1]1([CH2:7][C:20]([O:13][CH2:14][CH3:17])=[O:22])[CH:6]=[CH:5][CH:4]=[CH:3][CH:2]=1. (4) The reactants are [NH2:1][CH2:2][CH2:3][N:4]1[C:8]2=[N:9][CH:10]=[N:11][C:12]([NH2:13])=[C:7]2[C:6]([C:14]2[CH:19]=[CH:18][C:17]([O:20][C:21]3[CH:26]=[CH:25][CH:24]=[CH:23][CH:22]=3)=[CH:16][CH:15]=2)=[N:5]1.[C:27]([CH2:29][C:30](O)=[O:31])#[N:28].CN(C(ON1N=NC2C=CC=NC1=2)=[N+](C)C)C.F[P-](F)(F)(F)(F)F.O. The catalyst is CN(C=O)C. The product is [NH2:13][C:12]1[N:11]=[CH:10][N:9]=[C:8]2[N:4]([CH2:3][CH2:2][NH:1][C:30](=[O:31])[CH2:29][C:27]#[N:28])[N:5]=[C:6]([C:14]3[CH:19]=[CH:18][C:17]([O:20][C:21]4[CH:26]=[CH:25][CH:24]=[CH:23][CH:22]=4)=[CH:16][CH:15]=3)[C:7]=12. The yield is 0.220. (5) The reactants are [Br:1][C:2]1[CH:7]=[C:6]([N+:8]([O-])=O)[CH:5]=[CH:4][C:3]=1[CH3:11].C(O)C.C(O)(=O)C.N. The catalyst is O.[Fe]. The product is [Br:1][C:2]1[CH:7]=[C:6]([NH2:8])[CH:5]=[CH:4][C:3]=1[CH3:11]. The yield is 1.00. (6) The catalyst is O1CCCC1.C(OCC)(=O)C. The product is [Cl:1][C:2]1[C:10]2[N:9]=[C:8]3[N:11]([C:15]4[CH:22]=[CH:21][C:18]([C:19]#[N:20])=[CH:17][C:16]=4[CH3:23])[CH2:12][CH2:13][CH2:14][N:7]3[C:6]=2[C:5]([CH:24]([OH:25])[C:28]([F:31])([F:30])[F:29])=[CH:4][CH:3]=1. The yield is 0.820. The reactants are [Cl:1][C:2]1[C:10]2[N:9]=[C:8]3[N:11]([C:15]4[CH:22]=[CH:21][C:18]([C:19]#[N:20])=[CH:17][C:16]=4[CH3:23])[CH2:12][CH2:13][CH2:14][N:7]3[C:6]=2[C:5]([CH:24]=[O:25])=[CH:4][CH:3]=1.C[Si](C)(C)[C:28]([F:31])([F:30])[F:29].[F-].C([N+](CCCC)(CCCC)CCCC)CCC.Cl. (7) The reactants are [NH:1]1[C:9]2[C:4](=[CH:5][CH:6]=[CH:7][CH:8]=2)[C:3]([C:10]([OH:12])=O)=[CH:2]1.[CH2:13]1[C@H:22]2[C@H:17]([CH2:18][CH2:19][C:20]3[CH:26]=[CH:25][CH:24]=[CH:23][C:21]=32)[NH:16][CH2:15][CH2:14]1.F[P-](F)(F)(F)(F)F.N1(OC(N(C)C)=[N+](C)C)C2N=CC=CC=2N=N1. No catalyst specified. The product is [CH2:13]1[C@H:22]2[C@H:17]([CH2:18][CH2:19][C:20]3[CH:26]=[CH:25][CH:24]=[CH:23][C:21]=32)[N:16]([C:10]([C:3]2[C:4]3[C:9](=[CH:8][CH:7]=[CH:6][CH:5]=3)[NH:1][CH:2]=2)=[O:12])[CH2:15][CH2:14]1. The yield is 0.430. (8) The reactants are [CH3:1][C:2]1[CH:7]=[C:6]([CH3:8])[NH:5][C:4](=[O:9])[C:3]=1[CH2:10][NH:11][C:12]([C:14]1[C:15]([CH3:49])=[C:16]([N:33]([CH2:47][CH3:48])[CH:34]2[CH2:39][CH2:38][N:37](C(OC(C)(C)C)=O)[CH2:36][CH2:35]2)[CH:17]=[C:18]([C:20]2[CH:25]=[CH:24][C:23]([CH2:26][N:27]3[CH2:32][CH2:31][O:30][CH2:29][CH2:28]3)=[CH:22][CH:21]=2)[CH:19]=1)=[O:13].C(O)(C(F)(F)F)=O. The catalyst is C(Cl)Cl. The product is [CH3:1][C:2]1[CH:7]=[C:6]([CH3:8])[NH:5][C:4](=[O:9])[C:3]=1[CH2:10][NH:11][C:12]([C:14]1[CH:19]=[C:18]([C:20]2[CH:25]=[CH:24][C:23]([CH2:26][N:27]3[CH2:28][CH2:29][O:30][CH2:31][CH2:32]3)=[CH:22][CH:21]=2)[CH:17]=[C:16]([N:33]([CH2:47][CH3:48])[CH:34]2[CH2:35][CH2:36][NH:37][CH2:38][CH2:39]2)[C:15]=1[CH3:49])=[O:13]. The yield is 0.818. (9) The reactants are [F:1][C:2]([F:42])([F:41])[C:3]1[CH:4]=[C:5]([C:13]([CH3:40])([CH3:39])[C:14]([N:16]([C:18]2[CH:19]=[N:20][C:21]([N:32]3[CH2:36][CH2:35][CH2:34][C@H:33]3[CH2:37]O)=[CH:22][C:23]=2[C:24]2[CH:29]=[CH:28][C:27]([F:30])=[CH:26][C:25]=2[CH3:31])[CH3:17])=[O:15])[CH:6]=[C:7]([C:9]([F:12])([F:11])[F:10])[CH:8]=1.[C:43]1(=[O:53])[NH:47][C:46](=[O:48])[C:45]2=[CH:49][CH:50]=[CH:51][CH:52]=[C:44]12.N(C(OCC)=O)=NC(OCC)=O.C1(P(C2C=CC=CC=2)C2C=CC=CC=2)C=CC=CC=1. The catalyst is O1CCCC1.[OH-].[Na+]. The product is [F:41][C:2]([F:1])([F:42])[C:3]1[CH:4]=[C:5]([C:13]([CH3:39])([CH3:40])[C:14]([N:16]([C:18]2[CH:19]=[N:20][C:21]([N:32]3[CH2:36][CH2:35][CH2:34][C@H:33]3[CH2:37][N:47]3[C:43](=[O:53])[C:44]4[C:45](=[CH:49][CH:50]=[CH:51][CH:52]=4)[C:46]3=[O:48])=[CH:22][C:23]=2[C:24]2[CH:29]=[CH:28][C:27]([F:30])=[CH:26][C:25]=2[CH3:31])[CH3:17])=[O:15])[CH:6]=[C:7]([C:9]([F:10])([F:11])[F:12])[CH:8]=1. The yield is 0.290.